Dataset: Reaction yield outcomes from USPTO patents with 853,638 reactions. Task: Predict the reaction yield, written as a fraction of the theoretical maximum amount of product (1.0 means a 100% yield; for example, 0.34 means a 34% yield). (1) The reactants are [NH2:1][CH2:2][CH2:3][CH2:4][C:5]1[N:9]2[C:10]3[CH:16]=[C:15]([C:17]4[C:25]5[C:20](=[CH:21][CH:22]=[C:23]([O:26][CH3:27])[CH:24]=5)[N:19]([CH3:28])[CH:18]=4)[N:14]([CH2:29][OH:30])[C:11]=3[N:12]=[CH:13][C:8]2=[CH:7][N:6]=1.[CH3:31][C:32](OC(C)=O)=[O:33].N1C=CC=CC=1. The catalyst is C1COCC1.C([O-])(O)=O.[Na+]. The product is [OH:30][CH2:29][N:14]1[C:11]2[N:12]=[CH:13][C:8]3[N:9]([C:5]([CH2:4][CH2:3][CH2:2][NH:1][C:32](=[O:33])[CH3:31])=[N:6][CH:7]=3)[C:10]=2[CH:16]=[C:15]1[C:17]1[C:25]2[C:20](=[CH:21][CH:22]=[C:23]([O:26][CH3:27])[CH:24]=2)[N:19]([CH3:28])[CH:18]=1. The yield is 1.00. (2) The reactants are Cl[CH2:2][C:3]([C:5]1[CH:6]=[C:7]2[C:11](=[CH:12][CH:13]=1)[NH:10][C:9](=[O:14])[CH2:8]2)=[O:4].[Na+].[I-].[N-:17]=[N+:18]=[N-:19].[Na+].O. The catalyst is CN(C=O)C.CCOC(C)=O. The product is [N:17]([CH2:2][C:3]([C:5]1[CH:6]=[C:7]2[C:11](=[CH:12][CH:13]=1)[NH:10][C:9](=[O:14])[CH2:8]2)=[O:4])=[N+:18]=[N-:19]. The yield is 0.370. (3) The reactants are [Cl:1][C:2]1[C:3]([O:17][C@H:18]([CH3:23])[C:19]([F:22])([F:21])[F:20])=[N:4][CH:5]=[C:6](B2OC(C)(C)C(C)(C)O2)[CH:7]=1.[OH:24]OS([O-])=O.[K+]. The catalyst is CC(C)=O.O. The product is [Cl:1][C:2]1[CH:7]=[C:6]([OH:24])[CH:5]=[N:4][C:3]=1[O:17][C@H:18]([CH3:23])[C:19]([F:22])([F:21])[F:20]. The yield is 0.540. (4) The reactants are [O:1]=[C:2]1[C:7]([CH2:8][C:9]2[CH:14]=[CH:13][C:12]([C:15]3[C:16]([C:21]#[N:22])=[CH:17][CH:18]=[CH:19][CH:20]=3)=[CH:11][CH:10]=2)=[C:6]([CH2:23][CH2:24][CH3:25])[N:5]2[N:26]=[CH:27][N:28]=[C:4]2[NH:3]1.I[CH2:30][CH2:31][CH3:32].C(=O)([O-])[O-].[K+].[K+].CN(C)C=O. The catalyst is C(OCC)(=O)C. The product is [O:1]=[C:2]1[C:7]([CH2:8][C:9]2[CH:10]=[CH:11][C:12]([C:15]3[C:16]([C:21]#[N:22])=[CH:17][CH:18]=[CH:19][CH:20]=3)=[CH:13][CH:14]=2)=[C:6]([CH2:23][CH2:24][CH3:25])[N:5]2[N:26]=[CH:27][N:28]=[C:4]2[N:3]1[CH2:30][CH2:31][CH3:32]. The yield is 0.900. (5) The reactants are CCCC[N+](CCCC)(CCCC)CCCC.[F-].[Si]([O:26][CH2:27][CH:28]([CH2:31][O:32][C:33](=[O:51])[CH2:34][CH2:35][CH2:36][CH2:37][CH2:38][CH2:39][CH2:40]/[CH:41]=[CH:42]\[CH2:43][CH2:44][CH2:45][CH2:46][CH2:47][CH2:48][CH2:49][CH3:50])[O:29][CH3:30])(C(C)(C)C)(C)C. The catalyst is C1COCC1. The product is [C:33]([O:32][CH2:31][CH:28]([CH2:27][OH:26])[O:29][CH3:30])(=[O:51])[CH2:34][CH2:35][CH2:36][CH2:37][CH2:38][CH2:39][CH2:40]/[CH:41]=[CH:42]\[CH2:43][CH2:44][CH2:45][CH2:46][CH2:47][CH2:48][CH2:49][CH3:50]. The yield is 0.790. (6) The reactants are Br[C:2]1[N:14]([CH2:15][C:16]([O:18][C:19]([CH3:22])([CH3:21])[CH3:20])=[O:17])[C:5]2=[N:6][C:7]([C:10]([O:12][CH3:13])=[O:11])=[CH:8][CH:9]=[C:4]2[C:3]=1[CH:23]1[CH2:28][CH2:27][CH2:26][CH2:25][CH2:24]1.[C:29]1(B(O)O)[CH:34]=[CH:33][CH:32]=[CH:31][CH:30]=1.P([O-])([O-])([O-])=O.[K+].[K+].[K+]. The catalyst is C1(C)C=CC=CC=1.C1C=CC([P]([Pd]([P](C2C=CC=CC=2)(C2C=CC=CC=2)C2C=CC=CC=2)([P](C2C=CC=CC=2)(C2C=CC=CC=2)C2C=CC=CC=2)[P](C2C=CC=CC=2)(C2C=CC=CC=2)C2C=CC=CC=2)(C2C=CC=CC=2)C2C=CC=CC=2)=CC=1. The product is [C:19]([O:18][C:16](=[O:17])[CH2:15][N:14]1[C:5]2=[N:6][C:7]([C:10]([O:12][CH3:13])=[O:11])=[CH:8][CH:9]=[C:4]2[C:3]([CH:23]2[CH2:28][CH2:27][CH2:26][CH2:25][CH2:24]2)=[C:2]1[C:29]1[CH:34]=[CH:33][CH:32]=[CH:31][CH:30]=1)([CH3:22])([CH3:21])[CH3:20]. The yield is 0.600. (7) The reactants are [CH2:1]([N:8]1[CH2:15][CH:14]2[N:16]([CH2:17][C:18]3[CH:23]=[CH:22][CH:21]=[CH:20][CH:19]=3)[CH:10]([CH2:11][NH:12][CH2:13]2)[CH2:9]1)[C:2]1[CH:7]=[CH:6][CH:5]=[CH:4][CH:3]=1.[O:24](C(OC(C)(C)C)=O)[C:25]([O:27][C:28]([CH3:31])([CH3:30])[CH3:29])=O. The catalyst is CC(OC)(C)C. The product is [C:28]([O:27][C:25]([N:12]1[CH2:11][CH:10]2[N:16]([CH2:17][C:18]3[CH:23]=[CH:22][CH:21]=[CH:20][CH:19]=3)[CH:14]([CH2:15][N:8]([CH2:1][C:2]3[CH:3]=[CH:4][CH:5]=[CH:6][CH:7]=3)[CH2:9]2)[CH2:13]1)=[O:24])([CH3:31])([CH3:30])[CH3:29]. The yield is 0.780. (8) The reactants are [O:1]=[C:2]([NH:9][C:10]1[CH:15]=[CH:14][CH:13]=[C:12]([C:16]([F:19])([F:18])[F:17])[CH:11]=1)[CH2:3][C:4]([O:6]CC)=[O:5].C[O-].[Na+].CO[CH:25]=[CH:26][C:27](=O)[CH3:28].[OH-].[Na+]. The catalyst is CCO.O. The product is [CH3:25][C:26]1[N:9]([C:10]2[CH:15]=[CH:14][CH:13]=[C:12]([C:16]([F:17])([F:18])[F:19])[CH:11]=2)[C:2](=[O:1])[C:3]([C:4]([OH:6])=[O:5])=[CH:28][CH:27]=1. The yield is 0.580. (9) The reactants are [F:1][C:2]1[CH:3]=[C:4]([NH:25][C:26]([C:28]2[C:29](=[O:41])[N:30]([C:35]3[CH:40]=[CH:39][CH:38]=[CH:37][CH:36]=3)[N:31]([CH3:34])[C:32]=2[CH3:33])=[O:27])[CH:5]=[CH:6][C:7]=1[O:8][C:9]1[C:18]2[C:13](=[CH:14][C:15]([O:19][CH2:20][C:21]([OH:24])([CH3:23])[CH3:22])=[CH:16][CH:17]=2)[N:12]=[CH:11][CH:10]=1.[ClH:42]. The catalyst is C(Cl)Cl.CO.CCOC(C)=O. The product is [ClH:42].[F:1][C:2]1[CH:3]=[C:4]([NH:25][C:26]([C:28]2[C:29](=[O:41])[N:30]([C:35]3[CH:36]=[CH:37][CH:38]=[CH:39][CH:40]=3)[N:31]([CH3:34])[C:32]=2[CH3:33])=[O:27])[CH:5]=[CH:6][C:7]=1[O:8][C:9]1[C:18]2[C:13](=[CH:14][C:15]([O:19][CH2:20][C:21]([OH:24])([CH3:23])[CH3:22])=[CH:16][CH:17]=2)[N:12]=[CH:11][CH:10]=1. The yield is 0.952.